This data is from NCI-60 drug combinations with 297,098 pairs across 59 cell lines. The task is: Regression. Given two drug SMILES strings and cell line genomic features, predict the synergy score measuring deviation from expected non-interaction effect. (1) Drug 1: COC1=C(C=C2C(=C1)N=CN=C2NC3=CC(=C(C=C3)F)Cl)OCCCN4CCOCC4. Drug 2: C1C(C(OC1N2C=NC3=C2NC=NCC3O)CO)O. Cell line: SNB-75. Synergy scores: CSS=29.5, Synergy_ZIP=-8.34, Synergy_Bliss=3.47, Synergy_Loewe=-0.907, Synergy_HSA=5.05. (2) Drug 1: CCC1(CC2CC(C3=C(CCN(C2)C1)C4=CC=CC=C4N3)(C5=C(C=C6C(=C5)C78CCN9C7C(C=CC9)(C(C(C8N6C)(C(=O)OC)O)OC(=O)C)CC)OC)C(=O)OC)O.OS(=O)(=O)O. Drug 2: C1=CN(C=N1)CC(O)(P(=O)(O)O)P(=O)(O)O. Cell line: M14. Synergy scores: CSS=4.14, Synergy_ZIP=-1.95, Synergy_Bliss=-1.70, Synergy_Loewe=-9.98, Synergy_HSA=-4.35. (3) Drug 2: CCCS(=O)(=O)NC1=C(C(=C(C=C1)F)C(=O)C2=CNC3=C2C=C(C=N3)C4=CC=C(C=C4)Cl)F. Cell line: LOX IMVI. Drug 1: CC1=CC2C(CCC3(C2CCC3(C(=O)C)OC(=O)C)C)C4(C1=CC(=O)CC4)C. Synergy scores: CSS=27.4, Synergy_ZIP=-1.33, Synergy_Bliss=-2.67, Synergy_Loewe=-21.4, Synergy_HSA=-1.73. (4) Drug 2: B(C(CC(C)C)NC(=O)C(CC1=CC=CC=C1)NC(=O)C2=NC=CN=C2)(O)O. Synergy scores: CSS=3.02, Synergy_ZIP=2.61, Synergy_Bliss=2.34, Synergy_Loewe=-37.0, Synergy_HSA=-2.51. Cell line: K-562. Drug 1: CCCCCOC(=O)NC1=NC(=O)N(C=C1F)C2C(C(C(O2)C)O)O.